This data is from Forward reaction prediction with 1.9M reactions from USPTO patents (1976-2016). The task is: Predict the product of the given reaction. (1) The product is: [Br:1][C:2]1[CH:3]=[N:4][C:5]2[N:6]([N:8]=[C:9]([C:11]([N:13]3[CH2:18][CH2:17][C:16]4[N:19]([C:27]5[NH:26][N:25]=[N:24][N:23]=5)[CH:20]=[CH:21][C:15]=4[CH:14]3[CH3:22])=[O:12])[CH:10]=2)[CH:7]=1. Given the reactants [Br:1][C:2]1[CH:3]=[N:4][C:5]2[N:6]([N:8]=[C:9]([C:11]([N:13]3[CH2:18][CH2:17][C:16]4[NH:19][CH:20]=[CH:21][C:15]=4[CH:14]3[CH3:22])=[O:12])[CH:10]=2)[CH:7]=1.[NH:23]1[CH:27]=[N:26][N:25]=[N:24]1, predict the reaction product. (2) Given the reactants [Cl:1][C:2]1[CH:7]=[C:6]([NH:8][C:9]2[C:18]3[C:13](=[CH:14][CH:15]=[CH:16][C:17]=3[O:19][CH2:20][C@H:21]([NH:23][CH3:24])[CH3:22])[N:12]=[CH:11][N:10]=2)[CH:5]=[CH:4][C:3]=1[OH:25].[C:26]([OH:29])(=O)[CH3:27], predict the reaction product. The product is: [Cl:1][C:2]1[CH:7]=[C:6]([NH:8][C:9]2[C:18]3[C:13](=[CH:14][CH:15]=[CH:16][C:17]=3[O:19][CH2:20][C@H:21]([N:23]([CH3:24])[C:26](=[O:29])[CH3:27])[CH3:22])[N:12]=[CH:11][N:10]=2)[CH:5]=[CH:4][C:3]=1[OH:25]. (3) Given the reactants CC1[N:3]([C:8]2[N:13]=[C:12]([CH2:14][CH2:15][C:16]3[CH:17]=[C:18]([C:22]#[C:23][CH2:24][N:25]([CH3:27])[CH3:26])[CH:19]=[N:20][CH:21]=3)[CH:11]=[C:10]([CH3:28])[CH:9]=2)C(C)=CC=1.NO.Cl, predict the reaction product. The product is: [CH3:27][N:25]([CH3:26])[CH2:24][CH2:23][CH2:22][C:18]1[CH:17]=[C:16]([CH2:15][CH2:14][C:12]2[N:13]=[C:8]([NH2:3])[CH:9]=[C:10]([CH3:28])[CH:11]=2)[CH:21]=[N:20][CH:19]=1. (4) Given the reactants Br[CH2:2][CH2:3][O:4][CH2:5][CH2:6][CH:7]([C:13]1[C:18](I)=[CH:17][CH:16]=[CH:15][C:14]=1[Cl:20])[C:8]([O:10][CH2:11][CH3:12])=[O:9].[CH2:21]([O:23][C:24]([O:30][CH2:31][CH3:32])([O:27][CH2:28][CH3:29])[C:25]#[CH:26])[CH3:22], predict the reaction product. The product is: [Cl:20][C:14]1[CH:15]=[CH:16][CH:17]=[C:18]([C:26]#[C:25][C:24]([O:27][CH2:28][CH3:29])([O:23][CH2:21][CH3:22])[O:30][CH2:31][CH3:32])[C:13]=1[C:7]1([C:8]([O:10][CH2:11][CH3:12])=[O:9])[CH2:6][CH2:5][O:4][CH2:3][CH2:2]1. (5) Given the reactants [N+:1]([C:4]1[CH:5]=[N:6][C:7]2[CH2:8][CH2:9][C:10]3(OCC[O:14]3)[CH2:11][C:12]=2[CH:13]=1)([O-:3])=[O:2].CC(C)=O.Cl.C([O-])(O)=O.[Na+], predict the reaction product. The product is: [N+:1]([C:4]1[CH:5]=[N:6][C:7]2[CH2:8][CH2:9][C:10](=[O:14])[CH2:11][C:12]=2[CH:13]=1)([O-:3])=[O:2].